Dataset: Forward reaction prediction with 1.9M reactions from USPTO patents (1976-2016). Task: Predict the product of the given reaction. (1) Given the reactants [Cl:1][C:2]1[CH:3]=[C:4]([C:8]2[C:9]3[N:10]([C:22]([CH2:25][CH3:26])=[CH:23][CH:24]=3)[N:11]=[C:12]([C:17]3[O:18][CH:19]=[CH:20][CH:21]=3)[C:13]=2[C:14]([OH:16])=O)[CH:5]=[CH:6][CH:7]=1.C(Cl)(=O)C([Cl:30])=O, predict the reaction product. The product is: [Cl:1][C:2]1[CH:3]=[C:4]([C:8]2[C:9]3[N:10]([C:22]([CH2:25][CH3:26])=[CH:23][CH:24]=3)[N:11]=[C:12]([C:17]3[O:18][CH:19]=[CH:20][CH:21]=3)[C:13]=2[C:14]([Cl:30])=[O:16])[CH:5]=[CH:6][CH:7]=1. (2) The product is: [F:23][C:20]1[CH:19]=[CH:18][C:17]([C:15]2[N:16]=[C:12]([C@H:11]3[CH2:10][C:3]4[C:4]5[C:9](=[CH:8][CH:7]=[CH:6][CH:5]=5)[NH:1][C:2]=4[CH:33]([C:34]([OH:36])=[O:35])[NH:24]3)[NH:13][CH:14]=2)=[CH:22][CH:21]=1. Given the reactants [NH:1]1[C:9]2[C:4](=[CH:5][CH:6]=[CH:7][CH:8]=2)[C:3]([CH2:10][C@@H:11]([NH:24]C(=O)OC(C)(C)C)[C:12]2[NH:13][CH:14]=[C:15]([C:17]3[CH:22]=[CH:21][C:20]([F:23])=[CH:19][CH:18]=3)[N:16]=2)=[CH:2]1.F[C:33](F)(F)[C:34]([OH:36])=[O:35].O.C(O)(=O)C=O.C([O-])([O-])=O.[K+].[K+], predict the reaction product. (3) Given the reactants [I:1][C:2]1[CH:3]=[C:4]([O:9][CH3:10])[C:5]([NH2:8])=[N:6][CH:7]=1.[Cl:11][C:12]1[CH:13]=[C:14]([CH2:19][S:20](Cl)(=[O:22])=[O:21])[CH:15]=[C:16]([Cl:18])[CH:17]=1, predict the reaction product. The product is: [Cl:18][C:16]1[CH:15]=[C:14]([CH2:19][S:20]([NH:8][C:5]2[C:4]([O:9][CH3:10])=[CH:3][C:2]([I:1])=[CH:7][N:6]=2)(=[O:22])=[O:21])[CH:13]=[C:12]([Cl:11])[CH:17]=1. (4) The product is: [Cl:19][C:20]1[CH:26]=[CH:25][C:23]([NH:24][C:8](=[O:10])[CH:2]([CH3:1])[C:3]([O:5][CH2:6][CH3:7])=[O:4])=[CH:22][C:21]=1[F:27]. Given the reactants [CH3:1][CH:2]([C:8]([O:10]CC)=O)[C:3]([O:5][CH2:6][CH3:7])=[O:4].N1C=CC=CC=1.[Cl:19][C:20]1[CH:26]=[CH:25][C:23]([NH2:24])=[CH:22][C:21]=1[F:27], predict the reaction product. (5) Given the reactants [C:1]([C:3]([C:6]1[CH:7]=[C:8]([CH:12]=[CH:13][CH:14]=1)[C:9](O)=[O:10])([CH3:5])[CH3:4])#[N:2].CN(C)C=O.C(Cl)(=O)C([Cl:23])=O, predict the reaction product. The product is: [C:1]([C:3]([C:6]1[CH:7]=[C:8]([CH:12]=[CH:13][CH:14]=1)[C:9]([Cl:23])=[O:10])([CH3:5])[CH3:4])#[N:2]. (6) Given the reactants [O:1]=[C:2]1[CH2:7][O:6][C:5]2[CH:8]=[CH:9][C:10]([CH2:12][C:13](Cl)=[O:14])=[CH:11][C:4]=2[NH:3]1.Cl.[CH3:17][NH:18][O:19][CH3:20].C(N(CC)CC)C.O, predict the reaction product. The product is: [CH3:20][O:19][N:18]([CH3:17])[C:13](=[O:14])[CH2:12][C:10]1[CH:9]=[CH:8][C:5]2[O:6][CH2:7][C:2](=[O:1])[NH:3][C:4]=2[CH:11]=1. (7) Given the reactants [Cl:1][C:2]1[CH:7]=[CH:6][N:5]=[C:4]([C:8]([NH:10][NH2:11])=[O:9])[CH:3]=1.[CH:12](OCC)(OCC)OCC, predict the reaction product. The product is: [Cl:1][C:2]1[CH:7]=[CH:6][N:5]=[C:4]([C:8]2[O:9][CH:12]=[N:11][N:10]=2)[CH:3]=1. (8) The product is: [F:1][C:2]1[CH:10]=[CH:9][CH:8]=[C:7]2[C:3]=1[C:4]([C:27]([NH2:31])=[O:29])=[N:5][N:6]2[C:11]1[CH:16]=[C:15]([C:17]#[C:18][C@:19]2([OH:26])[CH2:23][CH2:22][N:21]([CH3:24])[C:20]2=[O:25])[CH:14]=[CH:13][N:12]=1. Given the reactants [F:1][C:2]1[CH:10]=[CH:9][CH:8]=[C:7]2[C:3]=1[C:4]([C:27]([O:29]C)=O)=[N:5][N:6]2[C:11]1[CH:16]=[C:15]([C:17]#[C:18][C@:19]2([OH:26])[CH2:23][CH2:22][N:21]([CH3:24])[C:20]2=[O:25])[CH:14]=[CH:13][N:12]=1.[NH3:31], predict the reaction product.